From a dataset of Full USPTO retrosynthesis dataset with 1.9M reactions from patents (1976-2016). Predict the reactants needed to synthesize the given product. Given the product [F:45][CH:2]([F:1])[O:3][C:4]1[CH:5]=[C:6]([C:19]2[N:24]=[C:23]([CH3:25])[N:22]=[C:21]([NH2:26])[N:20]=2)[C:7]([NH:10][C:11]2[CH:12]=[N:13][C:14]([O:17][CH3:18])=[CH:15][CH:16]=2)=[N:8][CH:9]=1, predict the reactants needed to synthesize it. The reactants are: [F:1][CH:2]([F:45])[O:3][C:4]1[CH:5]=[C:6]([C:19]2[N:24]=[C:23]([CH3:25])[N:22]=[C:21]([N:26](CC3C=CC(OC)=CC=3)CC3C=CC(OC)=CC=3)[N:20]=2)[C:7]([NH:10][C:11]2[CH:12]=[N:13][C:14]([O:17][CH3:18])=[CH:15][CH:16]=2)=[N:8][CH:9]=1.FC(F)(F)C(O)=O.FC(F)(F)S(O)(=O)=O.